From a dataset of Catalyst prediction with 721,799 reactions and 888 catalyst types from USPTO. Predict which catalyst facilitates the given reaction. (1) Reactant: C([O:8][C:9]1[N:14]=[C:13]([C:15]([C:17]2[CH:18]=[C:19]([CH:22]=[C:23]([CH3:25])[CH:24]=2)[C:20]#[N:21])=[O:16])[C:12]([C:26]([CH3:29])([CH3:28])[CH3:27])=[C:11]([O:30]CC2C=CC=CC=2)[N:10]=1)C1C=CC=CC=1. Product: [C:26]([C:12]1[C:11](=[O:30])[NH:10][C:9](=[O:8])[NH:14][C:13]=1[C:15]([C:17]1[CH:18]=[C:19]([CH:22]=[C:23]([CH3:25])[CH:24]=1)[C:20]#[N:21])=[O:16])([CH3:29])([CH3:28])[CH3:27]. The catalyst class is: 29. (2) Reactant: [CH3:1][C:2]1[CH:7]=[C:6]([C:8]([N:10]2[C:16]3[CH:17]=[CH:18][CH:19]=[CH:20][C:15]=3[CH2:14][N:13]3[C:21]([C:24]([N:26]4[CH2:31][CH2:30][N:29](C(OC(C)(C)C)=O)[CH2:28][CH2:27]4)=[O:25])=[CH:22][CH:23]=[C:12]3[CH2:11]2)=[O:9])[CH:5]=[CH:4][C:3]=1[C:39]1[CH:44]=[CH:43][CH:42]=[CH:41][C:40]=1[C:45]([F:48])([F:47])[F:46].C(OCC)(=O)C.[ClH:55]. Product: [ClH:55].[CH3:1][C:2]1[CH:7]=[C:6]([C:8]([N:10]2[C:16]3[CH:17]=[CH:18][CH:19]=[CH:20][C:15]=3[CH2:14][N:13]3[C:21]([C:24]([N:26]4[CH2:27][CH2:28][NH:29][CH2:30][CH2:31]4)=[O:25])=[CH:22][CH:23]=[C:12]3[CH2:11]2)=[O:9])[CH:5]=[CH:4][C:3]=1[C:39]1[CH:44]=[CH:43][CH:42]=[CH:41][C:40]=1[C:45]([F:47])([F:46])[F:48]. The catalyst class is: 27. (3) Reactant: BrCC1C=CC(C(O)=O)=CC=1.[H-].[Na+].[CH2:14]([O:18][CH2:19][C:20]1[CH:28]=[CH:27][C:23]([C:24]([OH:26])=[O:25])=[CH:22][CH:21]=1)[CH2:15][CH:16]=C. Product: [CH2:14]([O:18][CH2:19][C:20]1[CH:28]=[CH:27][C:23]([C:24]([OH:26])=[O:25])=[CH:22][CH:21]=1)[CH2:15][CH3:16]. The catalyst class is: 259. (4) Reactant: [Br:1][C:2]1[N:6]([CH3:7])[N:5]=[C:4]([C:8]([OH:10])=O)[CH:3]=1.C1C=CC2N(O)N=[N:17]C=2C=1.C(Cl)CCl.[Cl-].[NH4+].C(N(C(C)C)C(C)C)C. Product: [Br:1][C:2]1[N:6]([CH3:7])[N:5]=[C:4]([C:8]([NH2:17])=[O:10])[CH:3]=1. The catalyst class is: 329.